From a dataset of Forward reaction prediction with 1.9M reactions from USPTO patents (1976-2016). Predict the product of the given reaction. (1) Given the reactants [CH:1]1([C:4]2[C:13]3[C:8](=[CH:9][CH:10]=[CH:11][CH:12]=3)[CH:7]=[N:6][C:5]=2[N:14]([CH2:27][C:28]2[CH:33]=[CH:32][C:31]([O:34][C:35]([F:38])([F:37])[F:36])=[CH:30][CH:29]=2)[S:15]([C:18]2[CH:26]=[CH:25][C:21]([C:22]([NH2:24])=O)=[CH:20][CH:19]=2)(=[O:17])=[O:16])[CH2:3][CH2:2]1.COC(OC)[N:42]([CH3:44])C.O.[NH2:48]N, predict the reaction product. The product is: [CH:1]1([C:4]2[C:13]3[C:8](=[CH:9][CH:10]=[CH:11][CH:12]=3)[CH:7]=[N:6][C:5]=2[N:14]([CH2:27][C:28]2[CH:29]=[CH:30][C:31]([O:34][C:35]([F:38])([F:36])[F:37])=[CH:32][CH:33]=2)[S:15]([C:18]2[CH:19]=[CH:20][C:21]([C:22]3[NH:48][N:42]=[CH:44][N:24]=3)=[CH:25][CH:26]=2)(=[O:16])=[O:17])[CH2:3][CH2:2]1. (2) Given the reactants [CH2:1]([O:3][C:4](=[O:20])[C@@H:5]([OH:19])[CH2:6][C:7]([C:9]1[CH:18]=[CH:17][C:16]2[C:11](=CC=CC=2)[CH:10]=1)=[O:8])[CH3:2].[CH3:21]CCCCC.CC(O)C, predict the reaction product. The product is: [CH2:1]([O:3][C:4](=[O:20])[C@@H:5]([OH:19])[CH:6]([CH3:21])[C:7](=[O:8])[C:9]1[CH:10]=[CH:11][CH:16]=[CH:17][CH:18]=1)[CH3:2]. (3) The product is: [I:11][C:4]1[CH:3]=[C:2]([N:12]2[CH2:17][CH2:16][O:15][CH2:14][CH2:13]2)[CH:7]=[C:6]([N+:8]([O-:10])=[O:9])[CH:5]=1. Given the reactants F[C:2]1[CH:7]=[C:6]([N+:8]([O-:10])=[O:9])[CH:5]=[C:4]([I:11])[CH:3]=1.[NH:12]1[CH2:17][CH2:16][O:15][CH2:14][CH2:13]1, predict the reaction product. (4) Given the reactants [C:1]([C:5]1[CH:10]=[CH:9][C:8]([N:11]2[C:15]([CH3:16])=[C:14]([C:17]([NH:19][C:20]3[CH:21]=[N:22][C:23]([CH:26]4[CH2:35][CH2:34][C:29]5(OCC[O:30]5)[CH2:28][CH2:27]4)=[CH:24][CH:25]=3)=[O:18])[CH:13]=[N:12]2)=[CH:7][CH:6]=1)([CH3:4])([CH3:3])[CH3:2].[OH-].[Na+], predict the reaction product. The product is: [C:1]([C:5]1[CH:6]=[CH:7][C:8]([N:11]2[C:15]([CH3:16])=[C:14]([C:17]([NH:19][C:20]3[CH:21]=[N:22][C:23]([CH:26]4[CH2:35][CH2:34][C:29](=[O:30])[CH2:28][CH2:27]4)=[CH:24][CH:25]=3)=[O:18])[CH:13]=[N:12]2)=[CH:9][CH:10]=1)([CH3:4])([CH3:2])[CH3:3]. (5) The product is: [OH:1][CH2:2][C:3]1[N:4]([CH:26]([CH3:28])[CH3:27])[C:5]2[CH:10]=[C:9]([NH:11][C:12]3[CH:17]=[CH:16][N:15]=[C:14]([C:18]4[CH2:23][CH2:22][CH:21]([OH:24])[CH2:20][CH:19]=4)[N:13]=3)[N:8]=[CH:7][C:6]=2[N:25]=1. Given the reactants [OH:1][CH2:2][C:3]1[N:4]([CH:26]([CH3:28])[CH3:27])[C:5]2[CH:10]=[C:9]([NH:11][C:12]3[CH:17]=[CH:16][N:15]=[C:14]([C:18]4[CH2:23][CH2:22][C:21](=[O:24])[CH2:20][CH:19]=4)[N:13]=3)[N:8]=[CH:7][C:6]=2[N:25]=1.CO.[BH4-].[Na+], predict the reaction product. (6) Given the reactants [CH3:1][C:2]1[CH:3]=[C:4]([OH:9])[CH:5]=[CH:6][C:7]=1[Cl:8].[C:10](Cl)(=[O:13])[CH2:11][CH3:12].[Cl-].[Cl-].[Cl-].[Al+3].Cl, predict the reaction product. The product is: [CH3:1][C:2]1[C:7]([Cl:8])=[CH:6][C:5]([C:10](=[O:13])[CH2:11][CH3:12])=[C:4]([OH:9])[CH:3]=1. (7) Given the reactants [O:1]=[O+][O-].[Br:4][C:5]1[CH:10]=[CH:9][CH:8]=[C:7]([CH:11]([CH2:15][CH:16]=C)[CH2:12]C=C)[CH:6]=1.C1(P(C2C=CC=CC=2)C2C=CC=CC=2)C=CC=CC=1.[CH3:37][OH:38], predict the reaction product. The product is: [Br:4][C:5]1[CH:6]=[C:7]([CH:11]([CH2:15][CH:16]=[O:1])[CH2:12][CH:37]=[O:38])[CH:8]=[CH:9][CH:10]=1. (8) Given the reactants [NH2:1][C:2]1[NH:6][N:5]=[CH:4][C:3]=1[C:7]#[N:8].[CH3:9][O:10][C:11]1[CH:18]=[C:17]([O:19][CH3:20])[CH:16]=[CH:15][C:12]=1[CH:13]=O.[CH:21]([N+:24]#[C-:25])([CH3:23])[CH3:22].Cl(O)(=O)(=O)=O, predict the reaction product. The product is: [CH3:9][O:10][C:11]1[CH:18]=[C:17]([O:19][CH3:20])[CH:16]=[CH:15][C:12]=1[C:13]1[NH:1][C:2]2[N:6]([C:25]=1[NH:24][CH:21]([CH3:23])[CH3:22])[N:5]=[CH:4][C:3]=2[C:7]#[N:8]. (9) Given the reactants [CH2:1]([NH:3][C:4]1[C:9]2[C:10](I)=[N:11][N:12](CC3C=CC(OC)=CC=3)[C:8]=2[CH:7]=[CH:6][N:5]=1)[CH3:2].Cl[C:24]1[C:29]2C(I)=NN(CC3C=CC(OC)=CC=3)[C:28]=2[CH:27]=[CH:26][N:25]=1.C(N)C, predict the reaction product. The product is: [CH2:1]([NH:3][C:4]1[C:9]2[C:10]([C:24]3[CH:29]=[CH:28][CH:27]=[CH:26][N:25]=3)=[N:11][NH:12][C:8]=2[CH:7]=[CH:6][N:5]=1)[CH3:2].